From a dataset of Full USPTO retrosynthesis dataset with 1.9M reactions from patents (1976-2016). Predict the reactants needed to synthesize the given product. (1) Given the product [C:42]([O:41][C:39]([N:36]1[CH2:35][CH2:34][CH:33]([C:30]2[CH:31]=[CH:32][C:27]([NH:26][C:18]3[N:17]=[C:16]([CH2:15][CH2:14][C:9]4[C:8]([CH2:7][C:6]([O-:46])=[O:5])=[CH:13][CH:12]=[CH:11][N:10]=4)[C:21]([C:22]([F:23])([F:24])[F:25])=[CH:20][N:19]=3)=[CH:28][CH:29]=2)[CH2:38][CH2:37]1)=[O:40])([CH3:45])([CH3:43])[CH3:44].[Li+:2], predict the reactants needed to synthesize it. The reactants are: O[Li:2].O.C[O:5][C:6](=[O:46])[CH2:7][C:8]1[C:9]([CH2:14][CH2:15][C:16]2[C:21]([C:22]([F:25])([F:24])[F:23])=[CH:20][N:19]=[C:18]([NH:26][C:27]3[CH:32]=[CH:31][C:30]([CH:33]4[CH2:38][CH2:37][N:36]([C:39]([O:41][C:42]([CH3:45])([CH3:44])[CH3:43])=[O:40])[CH2:35][CH2:34]4)=[CH:29][CH:28]=3)[N:17]=2)=[N:10][CH:11]=[CH:12][CH:13]=1. (2) The reactants are: C([O:4][C@@H:5]1[CH2:9][C@H:8]([C:10]2[N:14]([CH2:15][C:16]3[CH:21]=[CH:20][C:19]([Cl:22])=[CH:18][CH:17]=3)[C:13]([CH3:23])=[N:12][N:11]=2)[N:7]([C:24](=[O:40])[NH:25][C@@H:26]2[C:35]3[C:30](=[CH:31][C:32]([C:36]([F:39])([F:38])[F:37])=[CH:33][CH:34]=3)[O:29][CH2:28][CH2:27]2)[CH2:6]1)(=O)C.[K]. Given the product [Cl:22][C:19]1[CH:20]=[CH:21][C:16]([CH2:15][N:14]2[C:13]([CH3:23])=[N:12][N:11]=[C:10]2[C@H:8]2[CH2:9][C@@H:5]([OH:4])[CH2:6][N:7]2[C:24]([NH:25][C@@H:26]2[C:35]3[C:30](=[CH:31][C:32]([C:36]([F:37])([F:39])[F:38])=[CH:33][CH:34]=3)[O:29][CH2:28][CH2:27]2)=[O:40])=[CH:17][CH:18]=1, predict the reactants needed to synthesize it. (3) Given the product [CH2:6]([O:8][C:9]([C:10]1[C:11]([CH:13]2[CH2:15][CH2:14]2)=[N:1][NH:17][N:16]=1)=[O:18])[CH3:7], predict the reactants needed to synthesize it. The reactants are: [NH3:1].ClC(Cl)C.[CH2:6]([O:8][C:9](=[O:18])[C:10](=[N+:16]=[N-:17])[C:11]([CH:13]1[CH2:15][CH2:14]1)=O)[CH3:7].